This data is from Forward reaction prediction with 1.9M reactions from USPTO patents (1976-2016). The task is: Predict the product of the given reaction. Given the reactants C[O:2][C:3](=O)[CH2:4][CH2:5][CH2:6][CH2:7][CH:8]1[CH2:12][CH2:11][CH:10]([C:13]2[CH:18]=[CH:17][C:16]([F:19])=[CH:15][CH:14]=2)[N:9]1[S:20]([C:23]1[CH:28]=[CH:27][C:26]([CH3:29])=[CH:25][CH:24]=1)(=[O:22])=[O:21].[H-].[Al+3].[Li+].[H-].[H-].[H-], predict the reaction product. The product is: [F:19][C:16]1[CH:15]=[CH:14][C:13]([CH:10]2[N:9]([S:20]([C:23]3[CH:24]=[CH:25][C:26]([CH3:29])=[CH:27][CH:28]=3)(=[O:22])=[O:21])[CH:8]([CH2:7][CH2:6][CH2:5][CH2:4][CH2:3][OH:2])[CH2:12][CH2:11]2)=[CH:18][CH:17]=1.